From a dataset of Catalyst prediction with 721,799 reactions and 888 catalyst types from USPTO. Predict which catalyst facilitates the given reaction. (1) Reactant: [CH2:1]([C:5]1[CH:11]=[CH:10][C:8]([NH2:9])=[CH:7][CH:6]=1)[CH2:2][CH2:3][CH3:4].[C:12](OC(=O)C)(=[O:14])[CH3:13]. Product: [CH2:1]([C:5]1[CH:6]=[CH:7][C:8]([NH:9][C:12](=[O:14])[CH3:13])=[CH:10][CH:11]=1)[CH2:2][CH2:3][CH3:4]. The catalyst class is: 17. (2) Reactant: [CH3:1][O:2][C:3](=[O:20])[C:4]1[CH:9]=[CH:8][CH:7]=[C:6]([C:10]2[O:11][C:12]3[CH:18]=[CH:17][CH:16]=[C:15]([CH3:19])[C:13]=3[N:14]=2)[CH:5]=1.[Br:21]N1C(=O)CCC1=O.CC(N=NC(C#N)(C)C)(C#N)C. Product: [CH3:1][O:2][C:3](=[O:20])[C:4]1[CH:9]=[CH:8][CH:7]=[C:6]([C:10]2[O:11][C:12]3[CH:18]=[CH:17][CH:16]=[C:15]([CH2:19][Br:21])[C:13]=3[N:14]=2)[CH:5]=1. The catalyst class is: 53. (3) Reactant: [F:1][C:2]1([F:29])[CH2:6][C@H:5](/[CH:7]=[CH:8]/[C@@H:9]([OH:17])[C@@H:10]([CH3:16])[CH2:11][C:12]#[C:13][CH2:14][CH3:15])[N:4]([CH2:18][CH2:19][CH2:20][CH2:21][CH2:22][CH2:23][C:24]([O:26]C)=[O:25])[C:3]1=[O:28].[OH-].[Li+].S(=O)(=O)(O)[O-].[K+]. Product: [F:29][C:2]1([F:1])[CH2:6][C@H:5](/[CH:7]=[CH:8]/[C@@H:9]([OH:17])[C@@H:10]([CH3:16])[CH2:11][C:12]#[C:13][CH2:14][CH3:15])[N:4]([CH2:18][CH2:19][CH2:20][CH2:21][CH2:22][CH2:23][C:24]([OH:26])=[O:25])[C:3]1=[O:28]. The catalyst class is: 5. (4) Reactant: [CH2:1]([N:4]1[CH2:9][CH2:8][O:7][CH:6]([C:10]2[CH:15]=[CH:14][C:13]([OH:16])=[CH:12][CH:11]=2)[CH2:5]1)[CH2:2][CH3:3].[Br:17]N1C(=O)CCC1=O. Product: [Br:17][C:12]1[CH:11]=[C:10]([CH:6]2[O:7][CH2:8][CH2:9][N:4]([CH2:1][CH2:2][CH3:3])[CH2:5]2)[CH:15]=[CH:14][C:13]=1[OH:16]. The catalyst class is: 4. (5) Reactant: [Cl:1][C:2]1[C:3]2[CH:10]=[CH:9][NH:8][C:4]=2[N:5]=[CH:6][N:7]=1.[I:11]N1C(=O)CCC1=O. Product: [Cl:1][C:2]1[C:3]2[C:10]([I:11])=[CH:9][NH:8][C:4]=2[N:5]=[CH:6][N:7]=1. The catalyst class is: 2.